This data is from Catalyst prediction with 721,799 reactions and 888 catalyst types from USPTO. The task is: Predict which catalyst facilitates the given reaction. (1) Reactant: [CH3:1][O:2][C:3]1[CH:15]=[C:14]([O:16][CH3:17])[CH:13]=[CH:12][C:4]=1[CH2:5][NH:6][C:7]1[S:8][CH:9]=[CH:10][N:11]=1.C[Si]([N-][Si](C)(C)C)(C)C.[Li+].[Cl:28][C:29]1[C:38]2[C:33](=[CH:34][C:35]([S:39](OC3C(F)=C(F)C(F)=C(F)C=3F)(=[O:41])=[O:40])=[CH:36][CH:37]=2)[CH:32]=[CH:31][N:30]=1. Product: [Cl:28][C:29]1[C:38]2[C:33](=[CH:34][C:35]([S:39]([N:6]([CH2:5][C:4]3[CH:12]=[CH:13][C:14]([O:16][CH3:17])=[CH:15][C:3]=3[O:2][CH3:1])[C:7]3[S:8][CH:9]=[CH:10][N:11]=3)(=[O:41])=[O:40])=[CH:36][CH:37]=2)[CH:32]=[CH:31][N:30]=1. The catalyst class is: 7. (2) Reactant: ClC(OC(Cl)C)=O.C([N:15]1[CH2:20][C@H:19]([CH3:21])[O:18][C@@H:17]([CH3:22])[CH2:16]1)C1C=CC=CC=1.C(N(C(C)C)CC)(C)C.C([O-])([O-])=O.[K+].[K+].F[C:39]1[CH:46]=[CH:45][C:44]([N+:47]([O-:49])=[O:48])=[CH:43][C:40]=1[CH:41]=[O:42]. Product: [CH3:22][C@@H:17]1[O:18][C@@H:19]([CH3:21])[CH2:20][N:15]([C:39]2[CH:46]=[CH:45][C:44]([N+:47]([O-:49])=[O:48])=[CH:43][C:40]=2[CH:41]=[O:42])[CH2:16]1. The catalyst class is: 2.